Dataset: Reaction yield outcomes from USPTO patents with 853,638 reactions. Task: Predict the reaction yield, written as a fraction of the theoretical maximum amount of product (1.0 means a 100% yield; for example, 0.34 means a 34% yield). The reactants are [C:1]1([S:7]([NH:10][CH2:11][C:12]2[CH:20]=[CH:19][C:15]([C:16]([OH:18])=O)=[CH:14][CH:13]=2)(=[O:9])=[O:8])[CH:6]=[CH:5][CH:4]=[CH:3][CH:2]=1.C(Cl)(=O)C(Cl)=O.[NH2:27][C:28]1[S:29][CH:30]=[CH:31][N:32]=1. No catalyst specified. The product is [C:1]1([S:7]([NH:10][CH2:11][C:12]2[CH:13]=[CH:14][C:15]([C:16]([NH:27][C:28]3[S:29][CH:30]=[CH:31][N:32]=3)=[O:18])=[CH:19][CH:20]=2)(=[O:8])=[O:9])[CH:2]=[CH:3][CH:4]=[CH:5][CH:6]=1. The yield is 0.360.